From a dataset of Reaction yield outcomes from USPTO patents with 853,638 reactions. Predict the reaction yield, written as a fraction of the theoretical maximum amount of product (1.0 means a 100% yield; for example, 0.34 means a 34% yield). (1) The reactants are [OH:1][C:2]1[CH:3]=[C:4]2[C:8](=[CH:9][CH:10]=1)[C:7](=[O:11])[CH2:6][CH2:5]2.Cl[C:13](C(O[Na])=O)([F:15])[F:14].C([O-])([O-])=O.[K+].[K+]. The catalyst is CN(C=O)C. The product is [F:14][CH:13]([F:15])[O:1][C:2]1[CH:3]=[C:4]2[C:8](=[CH:9][CH:10]=1)[C:7](=[O:11])[CH2:6][CH2:5]2. The yield is 0.560. (2) The reactants are [NH2:1][C:2]1[C:3]([Cl:12])=[C:4]([C:8]([Cl:11])=[CH:9][CH:10]=1)[C:5]([OH:7])=[O:6].C(N(CC)CC)C.[F:20][CH2:21][CH2:22][CH2:23][S:24](Cl)(=[O:26])=[O:25].O. The catalyst is O1CCCC1.ClCCl. The product is [Cl:12][C:3]1[C:2]([NH:1][S:24]([CH2:23][CH2:22][CH2:21][F:20])(=[O:26])=[O:25])=[CH:10][CH:9]=[C:8]([Cl:11])[C:4]=1[C:5]([OH:7])=[O:6]. The yield is 0.440. (3) The reactants are Br[C:2]1[C:3]([CH3:12])=[CH:4][C:5]2[O:9][C:8]([F:10])=[CH:7][C:6]=2[CH:11]=1.FC1(F)OC2C=C(C)C(C3N=C[C:26]([NH:29][C:30](=O)[C:31]4[CH:36]=[CH:35]C=CC=4F)=[N:27]C=3)=CC=2O1.[O-]P([O-])([O-])=O.[K+].[K+].[K+].CC(=O)OCC. The catalyst is C(#N)C.O1CCOCC1.O. The product is [F:10][C:8]1[O:9][C:5]2[CH:4]=[C:3]([CH3:12])[C:2]([C:31]3[CH:36]=[CH:35][C:26]([NH2:27])=[N:29][CH:30]=3)=[CH:11][C:6]=2[CH:7]=1. The yield is 0.568. (4) The product is [Cl:4][C:5]1[CH:6]=[CH:7][C:8]([F:18])=[C:9]([C:11]2[O:15][N:14]=[C:13]([CH:16]([OH:17])[CH3:19])[CH:12]=2)[CH:10]=1. The yield is 0.683. The reactants are C[Mg]I.[Cl:4][C:5]1[CH:6]=[CH:7][C:8]([F:18])=[C:9]([C:11]2[O:15][N:14]=[C:13]([CH:16]=[O:17])[CH:12]=2)[CH:10]=1.[C:19](OCC)(=O)C.[Cl-].[NH4+]. The catalyst is C1COCC1. (5) The reactants are Cl.[CH2:2]([C:4]1[S:24][C:7]2[N:8]=[C:9]([S:18][CH2:19][C:20]([O:22][CH3:23])=[O:21])[N:10]=[C:11]([N:12]3[CH2:17][CH2:16][NH:15][CH2:14][CH2:13]3)[C:6]=2[CH:5]=1)[CH3:3].C(N(C(C)C)CC)(C)C.[CH2:34]([O:37][C:38]1[CH:46]=[CH:45][C:41]([C:42](O)=[O:43])=[CH:40][CH:39]=1)[CH2:35][CH3:36].CN(C(ON1N=NC2C=CC=NC1=2)=[N+](C)C)C.F[P-](F)(F)(F)(F)F. The catalyst is CN(C=O)C. The product is [CH2:2]([C:4]1[S:24][C:7]2[N:8]=[C:9]([S:18][CH2:19][C:20]([O:22][CH3:23])=[O:21])[N:10]=[C:11]([N:12]3[CH2:17][CH2:16][N:15]([C:42](=[O:43])[C:41]4[CH:40]=[CH:39][C:38]([O:37][CH2:34][CH2:35][CH3:36])=[CH:46][CH:45]=4)[CH2:14][CH2:13]3)[C:6]=2[CH:5]=1)[CH3:3]. The yield is 0.550. (6) The reactants are [Cl:1][C:2]1[CH:9]=[CH:8][C:5]([CH2:6][NH2:7])=[CH:4][CH:3]=1.Br[C:11]1[CH:20]=[N:19][CH:18]=[CH:17][C:12]=1[C:13]([O:15][CH3:16])=[O:14]. No catalyst specified. The product is [Cl:1][C:2]1[CH:9]=[CH:8][C:5]([CH2:6][NH:7][C:17]2[CH:18]=[N:19][CH:20]=[CH:11][C:12]=2[C:13]([O:15][CH3:16])=[O:14])=[CH:4][CH:3]=1. The yield is 0.720.